Dataset: Full USPTO retrosynthesis dataset with 1.9M reactions from patents (1976-2016). Task: Predict the reactants needed to synthesize the given product. (1) Given the product [S:1](=[O:35])(=[O:36])([O:3][CH2:4][C@@H:5]1[CH2:9][C@@H:8]([C:10]2[C:14]3[N:15]=[CH:16][N:17]=[C:18]([NH:19][CH2:20][CH:21]4[CH2:26][CH2:25][CH2:24][CH2:23][CH2:22]4)[C:13]=3[S:12][CH:11]=2)[CH2:7][C@@H:6]1[OH:27])[NH2:2], predict the reactants needed to synthesize it. The reactants are: [S:1](=[O:36])(=[O:35])([O:3][CH2:4][C@@H:5]1[CH2:9][C@@H:8]([C:10]2[C:14]3[N:15]=[CH:16][N:17]=[C:18]([NH:19][CH2:20][CH:21]4[CH2:26][CH2:25][CH2:24][CH2:23][CH2:22]4)[C:13]=3[S:12][CH:11]=2)[CH2:7][C@@H:6]1[O:27][Si](C(C)(C)C)(C)C)[NH2:2].C(O)(C(F)(F)F)=O. (2) The reactants are: [CH:1]1[C:10]2[C:5](=[CH:6][CH:7]=[CH:8][CH:9]=2)[CH:4]=[CH:3][C:2]=1[C:11]([NH:13][C:14]1[CH:19]=[CH:18][C:17]([CH:20]=[CH:21][C:22]([OH:24])=O)=[CH:16][CH:15]=1)=[O:12].C(Cl)Cl.Cl.[NH2:29][OH:30]. Given the product [OH:30][NH:29][C:22]([CH:21]=[CH:20][C:17]1[CH:18]=[CH:19][C:14]([NH:13][C:11]([C:2]2[CH:3]=[CH:4][C:5]3[C:10](=[CH:9][CH:8]=[CH:7][CH:6]=3)[CH:1]=2)=[O:12])=[CH:15][CH:16]=1)=[O:24], predict the reactants needed to synthesize it. (3) The reactants are: [NH2:1][C:2]1[C:7]([C:8]([F:11])([F:10])[F:9])=[CH:6][C:5]([CH2:12][C@@H:13]([O:34][C:35]([N:37]2[CH2:42][CH2:41][CH:40]([N:43]3[CH2:49][CH2:48][C:47]4[CH:50]=[CH:51][CH:52]=[CH:53][C:46]=4[NH:45][C:44]3=[O:54])[CH2:39][CH2:38]2)=[O:36])[C:14]([N:16]2[CH2:21][CH2:20][N:19]([CH:22]3[CH2:27][CH2:26][N:25]([CH3:28])[CH2:24][CH2:23]3)[CH2:18][C@H:17]2[C:29]([O:31]CC)=[O:30])=[O:15])=[CH:4][C:3]=1[Cl:55].[Li+].[OH-]. Given the product [NH2:1][C:2]1[C:7]([C:8]([F:9])([F:11])[F:10])=[CH:6][C:5]([CH2:12][C@@H:13]([O:34][C:35]([N:37]2[CH2:38][CH2:39][CH:40]([N:43]3[CH2:49][CH2:48][C:47]4[CH:50]=[CH:51][CH:52]=[CH:53][C:46]=4[NH:45][C:44]3=[O:54])[CH2:41][CH2:42]2)=[O:36])[C:14]([N:16]2[CH2:21][CH2:20][N:19]([CH:22]3[CH2:23][CH2:24][N:25]([CH3:28])[CH2:26][CH2:27]3)[CH2:18][C@H:17]2[C:29]([OH:31])=[O:30])=[O:15])=[CH:4][C:3]=1[Cl:55], predict the reactants needed to synthesize it. (4) Given the product [NH2:18][C@H:19]([C:23]([O:25][C@H:26](/[CH:58]=[CH:59]/[CH2:60][CH2:61][S:62][C:63]([C:76]1[CH:77]=[CH:78][CH:79]=[CH:80][CH:81]=1)([C:64]1[CH:65]=[CH:66][CH:67]=[CH:68][CH:69]=1)[C:70]1[CH:75]=[CH:74][CH:73]=[CH:72][CH:71]=1)[CH2:27][C:28]([NH:30][CH2:31][C:32]1[N:33]=[C:34]([CH2:38][N:39]([CH2:50][C:51]2[CH:52]=[CH:53][C:54]([Cl:57])=[CH:55][CH:56]=2)[CH2:40][C:41]([OH:49])=[O:42])[CH:35]=[CH:36][CH:37]=1)=[O:29])=[O:24])[CH:20]([CH3:22])[CH3:21], predict the reactants needed to synthesize it. The reactants are: C1C2C(COC([NH:18][C@@H:19]([C:23]([O:25][C@H:26](/[CH:58]=[CH:59]/[CH2:60][CH2:61][S:62][C:63]([C:76]3[CH:81]=[CH:80][CH:79]=[CH:78][CH:77]=3)([C:70]3[CH:75]=[CH:74][CH:73]=[CH:72][CH:71]=3)[C:64]3[CH:69]=[CH:68][CH:67]=[CH:66][CH:65]=3)[CH2:27][C:28]([NH:30][CH2:31][C:32]3[CH:37]=[CH:36][CH:35]=[C:34]([CH2:38][N:39]([CH2:50][C:51]4[CH:56]=[CH:55][C:54]([Cl:57])=[CH:53][CH:52]=4)[CH2:40][C:41](=[O:49])[O:42]CC[Si](C)(C)C)[N:33]=3)=[O:29])=[O:24])[CH:20]([CH3:22])[CH3:21])=O)C3C(=CC=CC=3)C=2C=CC=1.CCCC[N+](CCCC)(CCCC)CCCC.[F-]. (5) Given the product [Br:1][C:2]1[CH:12]=[CH:11][C:5]([O:6][CH2:7][C:8]([NH2:20])=[O:9])=[CH:4][CH:3]=1, predict the reactants needed to synthesize it. The reactants are: [Br:1][C:2]1[CH:12]=[CH:11][C:5]([O:6][CH2:7][C:8](O)=[O:9])=[CH:4][CH:3]=1.C(Cl)(=O)C(Cl)=O.C[N:20](C=O)C.